Dataset: Full USPTO retrosynthesis dataset with 1.9M reactions from patents (1976-2016). Task: Predict the reactants needed to synthesize the given product. (1) The reactants are: [Cl:1][C:2]1[CH:3]=[C:4]2[C:8](=[CH:9][CH:10]=1)[NH:7][C:6]([C:11]([OH:13])=O)=[CH:5]2.[CH2:14]1[C@@H:18]2[CH2:19][NH:20][CH2:21][C@@H:17]2[CH2:16][N:15]1C(OC(C)(C)C)=O. Given the product [NH3:7].[Cl:1][C:2]1[CH:3]=[C:4]2[C:8](=[CH:9][CH:10]=1)[NH:7][C:6]([C:11]([N:15]1[CH2:16][C@@H:17]3[C@@H:18]([CH2:19][NH:20][CH2:21]3)[CH2:14]1)=[O:13])=[CH:5]2, predict the reactants needed to synthesize it. (2) Given the product [CH:16]1([NH:22][C:2]2[CH:7]=[C:6]([CH3:8])[N:5]=[C:4]([C:9]3[CH:14]=[CH:13][CH:12]=[C:11]([CH3:23])[N:10]=3)[N:3]=2)[CH2:21][CH2:20][CH2:19][CH2:18][CH2:17]1, predict the reactants needed to synthesize it. The reactants are: Cl[C:2]1[CH:7]=[C:6]([CH3:8])[N:5]=[C:4]([C:9]2[CH:14]=[CH:13][CH:12]=[C:11](Cl)[N:10]=2)[N:3]=1.[CH:16]1([NH2:22])[CH2:21][CH2:20][CH2:19][CH2:18][CH2:17]1.[CH2:23](N(CC)CC)C. (3) Given the product [F:1][C:2]1[CH:3]=[C:4]([C:15]23[CH2:20][CH2:19][C:18]([CH2:23][CH2:24][O:25][CH2:26][C:27]([O:29][C:30]([CH3:33])([CH3:32])[CH3:31])=[O:28])([CH2:21][CH2:22]2)[CH2:17][O:16]3)[CH:5]=[C:6]([OH:8])[CH:7]=1, predict the reactants needed to synthesize it. The reactants are: [F:1][C:2]1[CH:3]=[C:4]([C:15]23[CH2:22][CH2:21][C:18]([CH2:23][CH2:24][O:25][CH2:26][C:27]([O:29][C:30]([CH3:33])([CH3:32])[CH3:31])=[O:28])([CH2:19][CH2:20]2)[CH2:17][O:16]3)[CH:5]=[C:6]([O:8]C2CCCCO2)[CH:7]=1.CC1C=CC(S([O-])(=O)=O)=CC=1.C1C=C[NH+]=CC=1. (4) Given the product [CH2:6]([O:7][CH2:8][CH2:9][NH:10][CH:14]([CH2:13][CH:12]([CH3:17])[CH3:11])[CH3:15])[CH2:1][O:2][CH2:3][CH2:4][NH:5][CH:14]([CH2:13][CH:12]([CH3:17])[CH3:11])[CH3:15], predict the reactants needed to synthesize it. The reactants are: [CH2:1]([CH2:6][O:7][CH2:8][CH2:9][NH2:10])[O:2][CH2:3][CH2:4][NH2:5].[CH3:11][CH:12]([CH3:17])[CH2:13][C:14](=O)[CH3:15].C(=O)([O-])[O-].[Na+].[Na+].